Task: Predict the product of the given reaction.. Dataset: Forward reaction prediction with 1.9M reactions from USPTO patents (1976-2016) (1) Given the reactants [F:1][C:2]1[C:3]([C:23]2[N:27]=[CH:26][N:25](C3CCCCO3)[N:24]=2)=[CH:4][C:5]([CH3:22])=[C:6]([C:8]2[N:13]=[C:12]3[N:14]([CH:19]([CH3:21])[CH3:20])[C:15](=[O:18])[CH2:16][NH:17][C:11]3=[N:10][CH:9]=2)[CH:7]=1.C(N1C2=NC([Sn](C)(C)C)=CN=C2NCC1=O)(C)C.BrC1C(C)=CC(C2N=CN(C3CCCCO3)N=2)=C(F)C=1, predict the reaction product. The product is: [F:1][C:2]1[C:3]([C:23]2[N:27]=[CH:26][NH:25][N:24]=2)=[CH:4][C:5]([CH3:22])=[C:6]([C:8]2[N:13]=[C:12]3[N:14]([CH:19]([CH3:21])[CH3:20])[C:15](=[O:18])[CH2:16][NH:17][C:11]3=[N:10][CH:9]=2)[CH:7]=1. (2) Given the reactants [Cl:1][C:2]1[CH:3]=[C:4]([C:17]2[O:21][N:20]=[C:19]([C:22]([N:24]3[CH2:29]C[O:27][CH2:26][CH2:25]3)=[O:23])[CH:18]=2)[CH:5]=[C:6]2[C:10]=1[C:9](=[O:11])[N:8]([C@H:12]([CH:14]1[CH2:16][CH2:15]1)[CH3:13])[CH2:7]2.ClC1C=C(C2ON=C(C(N3CCOCC3)=O)C=2)C=C2C=1C(=O)N([C@@H](C)C(F)(F)F)C2, predict the reaction product. The product is: [OH:27][CH2:26][CH2:25][N:24]([CH3:29])[C:22]([C:19]1[CH:18]=[C:17]([C:4]2[CH:5]=[C:6]3[C:10](=[C:2]([Cl:1])[CH:3]=2)[C:9](=[O:11])[N:8]([C@H:12]([CH:14]2[CH2:16][CH2:15]2)[CH3:13])[CH2:7]3)[O:21][N:20]=1)=[O:23]. (3) Given the reactants BrCC1C=CC([Cl:9])=C(C(F)(F)F)C=1.[C-]#N.[Na+].[Cl:17][C:18]1[CH:23]=[CH:22][C:21]([CH2:24][C:25]#[N:26])=[CH:20][C:19]=1[C:27]([F:30])([F:29])[F:28], predict the reaction product. The product is: [ClH:9].[Cl:17][C:18]1[CH:23]=[CH:22][C:21]([CH2:24][CH2:25][NH2:26])=[CH:20][C:19]=1[C:27]([F:28])([F:29])[F:30]. (4) The product is: [Br:8][C:5]1[CH:6]=[C:7]([NH2:26])[C:2]2[N:3]([CH:39]=[CH:40][N:1]=2)[CH:4]=1. Given the reactants [NH2:1][C:2]1[CH:7]=[CH:6][C:5]([Br:8])=[CH:4][N:3]=1.[N+]([O-])(O)=O.S(=O)(=O)(O)O.Cl[Sn]Cl.BrC1C([N+]([O-])=O)=CC(N)=[N:26]C=1.BrCC(O[CH2:39][CH3:40])OCC.Cl.C(=O)(O)[O-].[Na+], predict the reaction product. (5) Given the reactants [O:1]1[CH2:3][CH:2]1[C:4]1[CH:9]=[CH:8][C:7]([C:10]2[N:14]=[C:13]([C:15]3[O:19][N:18]=[C:17]([C:20]4[CH:25]=[CH:24][CH:23]=[CH:22][CH:21]=4)[C:16]=3[C:26]([F:29])([F:28])[F:27])[O:12][N:11]=2)=[CH:6][CH:5]=1.[NH:30]1[CH2:35][CH2:34][CH2:33][CH:32]([CH2:36][CH2:37][OH:38])[CH2:31]1.CS(C)=O, predict the reaction product. The product is: [OH:38][CH2:37][CH2:36][CH:32]1[CH2:33][CH2:34][CH2:35][N:30]([CH2:3][CH:2]([C:4]2[CH:9]=[CH:8][C:7]([C:10]3[N:14]=[C:13]([C:15]4[O:19][N:18]=[C:17]([C:20]5[CH:21]=[CH:22][CH:23]=[CH:24][CH:25]=5)[C:16]=4[C:26]([F:27])([F:28])[F:29])[O:12][N:11]=3)=[CH:6][CH:5]=2)[OH:1])[CH2:31]1. (6) Given the reactants Cl[C:2]1[N:9]=[CH:8][CH:7]=[CH:6][C:3]=1[C:4]#[N:5].[C:10]([O:14][C:15]([N:17]1[CH2:22][CH2:21][NH:20][CH2:19][CH2:18]1)=[O:16])([CH3:13])([CH3:12])[CH3:11].C(=O)([O-])O.[K+], predict the reaction product. The product is: [C:10]([O:14][C:15]([N:17]1[CH2:22][CH2:21][N:20]([C:2]2[C:3]([C:4]#[N:5])=[CH:6][CH:7]=[CH:8][N:9]=2)[CH2:19][CH2:18]1)=[O:16])([CH3:13])([CH3:11])[CH3:12]. (7) Given the reactants [F:1][C:2]1[CH:24]=[CH:23][C:5]([O:6][C:7]2[CH:8]=[C:9]3[C:13](=[CH:14][C:15]=2[C:16]([NH2:18])=[O:17])[N:12]([CH2:19][CH:20]([CH3:22])[CH3:21])[N:11]=[CH:10]3)=[CH:4][CH:3]=1.[C:25]([N:32]1[CH:36]=[CH:35]N=[CH:33]1)(N1C=CN=C1)=O.[CH2:37]1COCC1, predict the reaction product. The product is: [CH3:33][N:32]([CH3:25])[CH2:36][CH2:35][CH2:37][NH:18][C:16]([C:15]1[CH:14]=[C:13]2[C:9]([CH:10]=[N:11][N:12]2[CH2:19][CH:20]([CH3:22])[CH3:21])=[CH:8][C:7]=1[O:6][C:5]1[CH:23]=[CH:24][C:2]([F:1])=[CH:3][CH:4]=1)=[O:17].